This data is from Full USPTO retrosynthesis dataset with 1.9M reactions from patents (1976-2016). The task is: Predict the reactants needed to synthesize the given product. (1) Given the product [CH2:29]([N:26]([CH2:27][CH3:28])[C:24](=[O:25])[CH2:23][O:22][C:17]1[CH:18]=[CH:19][CH:20]=[C:21]2[C:16]=1[NH:15][CH:14]=[C:13]2[CH2:12][C@H:11]([NH:10][CH2:9][C@H:7]([OH:8])[C:3]1[CH:2]=[N:1][CH:6]=[CH:5][CH:4]=1)[CH3:31])[CH3:30], predict the reactants needed to synthesize it. The reactants are: [N:1]1[CH:6]=[CH:5][CH:4]=[C:3]([C@@H:7]2[CH2:9][O:8]2)[CH:2]=1.[NH2:10][C@H:11]([CH3:31])[CH2:12][C:13]1[C:21]2[C:16](=[C:17]([O:22][CH2:23][C:24]([N:26]([CH2:29][CH3:30])[CH2:27][CH3:28])=[O:25])[CH:18]=[CH:19][CH:20]=2)[NH:15][CH:14]=1. (2) Given the product [CH2:1]([O:8][C:9]([N:11]1[CH2:15][CH2:14][CH2:13][CH:12]1[C:16]([O:20][CH2:18][CH3:19])=[NH:17])=[O:10])[C:2]1[CH:3]=[CH:4][CH:5]=[CH:6][CH:7]=1, predict the reactants needed to synthesize it. The reactants are: [CH2:1]([O:8][C:9]([N:11]1[CH2:15][CH2:14][CH2:13][CH:12]1[C:16]#[N:17])=[O:10])[C:2]1[CH:7]=[CH:6][CH:5]=[CH:4][CH:3]=1.[CH2:18]([OH:20])[CH3:19]. (3) Given the product [OH:10][B:7]1[C:6]2[CH:11]=[C:2]([NH:1][S:24]([C:16]3[CH:17]=[CH:18][C:19]([N+:21]([O-:23])=[O:22])=[CH:20][C:15]=3[N+:12]([O-:14])=[O:13])(=[O:25])=[O:26])[CH:3]=[CH:4][C:5]=2[CH2:9][O:8]1, predict the reactants needed to synthesize it. The reactants are: [NH2:1][C:2]1[CH:3]=[CH:4][C:5]2[CH2:9][O:8][B:7]([OH:10])[C:6]=2[CH:11]=1.[N+:12]([C:15]1[CH:20]=[C:19]([N+:21]([O-:23])=[O:22])[CH:18]=[CH:17][C:16]=1[S:24](Cl)(=[O:26])=[O:25])([O-:14])=[O:13].N1C=CC=CC=1.